This data is from NCI-60 drug combinations with 297,098 pairs across 59 cell lines. The task is: Regression. Given two drug SMILES strings and cell line genomic features, predict the synergy score measuring deviation from expected non-interaction effect. Drug 1: CC12CCC3C(C1CCC2=O)CC(=C)C4=CC(=O)C=CC34C. Drug 2: C1=NC(=NC(=O)N1C2C(C(C(O2)CO)O)O)N. Cell line: PC-3. Synergy scores: CSS=45.4, Synergy_ZIP=-0.557, Synergy_Bliss=2.55, Synergy_Loewe=2.25, Synergy_HSA=3.89.